This data is from Reaction yield outcomes from USPTO patents with 853,638 reactions. The task is: Predict the reaction yield, written as a fraction of the theoretical maximum amount of product (1.0 means a 100% yield; for example, 0.34 means a 34% yield). (1) The reactants are [CH3:1][S:2](Cl)(=[O:4])=[O:3].[CH2:6]([N:13]1[CH2:18][CH2:17][NH:16][CH2:15][CH2:14]1)[C:7]1[CH:12]=[CH:11][CH:10]=[CH:9][CH:8]=1.C(N(CC)CC)C. The catalyst is C(Cl)Cl. The product is [CH2:6]([N:13]1[CH2:18][CH2:17][N:16]([S:2]([CH3:1])(=[O:4])=[O:3])[CH2:15][CH2:14]1)[C:7]1[CH:8]=[CH:9][CH:10]=[CH:11][CH:12]=1. The yield is 0.870. (2) The catalyst is C(O)(C)C.O. The yield is 0.960. The product is [O:21]1[CH:22]=[CH:23][CH:24]=[C:20]1[C:18]1[N:12]([C:9]2[CH:10]=[CH:11][C:6]([O:5][CH3:4])=[CH:7][CH:8]=2)[N:13]=[C:16]([C:15]([F:14])([F:26])[F:27])[CH:17]=1. The reactants are CO.Cl.[CH3:4][O:5][C:6]1[CH:11]=[CH:10][C:9]([NH:12][NH2:13])=[CH:8][CH:7]=1.[F:14][C:15]([F:27])([F:26])[C:16](=O)[CH2:17][C:18]([C:20]1[O:21][CH:22]=[CH:23][CH:24]=1)=O.FC(F)(F)C(O)=O.